From a dataset of Forward reaction prediction with 1.9M reactions from USPTO patents (1976-2016). Predict the product of the given reaction. (1) Given the reactants [Br-].[CH2:2]([N+:8]1[CH:12]=[CH:11][N:10]([C:13]2[C:18]([CH3:19])=[CH:17][C:16]([CH3:20])=[CH:15][C:14]=2[CH3:21])[CH:9]=1)[CH2:3][CH2:4][CH2:5][CH2:6][CH3:7].[F:22][P-:23]([F:28])([F:27])([F:26])([F:25])[F:24].[NH4+], predict the reaction product. The product is: [F:22][P-:23]([F:28])([F:27])([F:26])([F:25])[F:24].[CH2:2]([N+:8]1[CH:12]=[CH:11][N:10]([C:13]2[C:18]([CH3:19])=[CH:17][C:16]([CH3:20])=[CH:15][C:14]=2[CH3:21])[CH:9]=1)[CH2:3][CH2:4][CH2:5][CH2:6][CH3:7]. (2) Given the reactants [Cl:1][C:2]1[CH:3]=[C:4]([C:9]2[S:10][CH:11]=[C:12]([C:15]([CH3:17])=O)[C:13]=2[OH:14])[CH:5]=[CH:6][C:7]=1[Cl:8].[NH:18]([C:20]([C:22]1[S:26][C:25]([C:27]([NH:29][CH2:30][CH2:31][C:32]([O:34][C:35]([CH3:38])([CH3:37])[CH3:36])=[O:33])=[O:28])=[CH:24][CH:23]=1)=[O:21])[NH2:19].O.C1(C)C=CC(S(O)(=O)=O)=CC=1.O, predict the reaction product. The product is: [Cl:1][C:2]1[CH:3]=[C:4]([C:9]2[S:10][CH:11]=[C:12]([C:15](=[N:19][NH:18][C:20]([C:22]3[S:26][C:25]([C:27]([NH:29][CH2:30][CH2:31][C:32]([O:34][C:35]([CH3:38])([CH3:37])[CH3:36])=[O:33])=[O:28])=[CH:24][CH:23]=3)=[O:21])[CH3:17])[C:13]=2[OH:14])[CH:5]=[CH:6][C:7]=1[Cl:8]. (3) Given the reactants Cl.N[C@@H]1C2CCN(CC2)C1.O.[CH:12]1[C:21]2[C:16](=[CH:17][CH:18]=[CH:19][CH:20]=2)[CH:15]=[C:14]([C:22]([OH:24])=[O:23])[N:13]=1, predict the reaction product. The product is: [CH:12]1[C:21]2[C:16](=[CH:17][CH:18]=[CH:19][CH:20]=2)[CH:15]=[C:14]([C:22]([OH:24])=[O:23])[N:13]=1. (4) The product is: [F:26][C:20]1[CH:21]=[C:22]([F:25])[CH:23]=[CH:24][C:19]=1[C:16]1[CH:15]=[CH:14][C:13]([C@@H:11]([N:7]2[CH2:6][CH2:5][C@:4]([CH2:3][CH2:2][NH:1][C:40](=[O:42])[CH3:41])([C:27]3[CH:28]=[CH:29][C:30]([F:33])=[CH:31][CH:32]=3)[O:9][C:8]2=[O:10])[CH3:12])=[CH:18][CH:17]=1. Given the reactants [NH2:1][CH2:2][CH2:3][C@@:4]1([C:27]2[CH:32]=[CH:31][C:30]([F:33])=[CH:29][CH:28]=2)[O:9][C:8](=[O:10])[N:7]([C@H:11]([C:13]2[CH:18]=[CH:17][C:16]([C:19]3[CH:24]=[CH:23][C:22]([F:25])=[CH:21][C:20]=3[F:26])=[CH:15][CH:14]=2)[CH3:12])[CH2:6][CH2:5]1.N1C=CC=CC=1.[C:40](OC(=O)C)(=[O:42])[CH3:41], predict the reaction product.